From a dataset of NCI-60 drug combinations with 297,098 pairs across 59 cell lines. Regression. Given two drug SMILES strings and cell line genomic features, predict the synergy score measuring deviation from expected non-interaction effect. (1) Drug 1: CC1=C(C=C(C=C1)NC2=NC=CC(=N2)N(C)C3=CC4=NN(C(=C4C=C3)C)C)S(=O)(=O)N.Cl. Drug 2: CC=C1C(=O)NC(C(=O)OC2CC(=O)NC(C(=O)NC(CSSCCC=C2)C(=O)N1)C(C)C)C(C)C. Cell line: MCF7. Synergy scores: CSS=14.5, Synergy_ZIP=5.28, Synergy_Bliss=3.92, Synergy_Loewe=-40.0, Synergy_HSA=1.71. (2) Drug 1: CS(=O)(=O)C1=CC(=C(C=C1)C(=O)NC2=CC(=C(C=C2)Cl)C3=CC=CC=N3)Cl. Drug 2: C1=NC(=NC(=O)N1C2C(C(C(O2)CO)O)O)N. Cell line: DU-145. Synergy scores: CSS=11.3, Synergy_ZIP=-0.377, Synergy_Bliss=6.93, Synergy_Loewe=2.34, Synergy_HSA=4.63. (3) Synergy scores: CSS=29.8, Synergy_ZIP=-0.438, Synergy_Bliss=-1.19, Synergy_Loewe=-1.59, Synergy_HSA=-1.43. Cell line: OVCAR-4. Drug 1: CCC1(CC2CC(C3=C(CCN(C2)C1)C4=CC=CC=C4N3)(C5=C(C=C6C(=C5)C78CCN9C7C(C=CC9)(C(C(C8N6C)(C(=O)OC)O)OC(=O)C)CC)OC)C(=O)OC)O.OS(=O)(=O)O. Drug 2: N.N.Cl[Pt+2]Cl.